This data is from Full USPTO retrosynthesis dataset with 1.9M reactions from patents (1976-2016). The task is: Predict the reactants needed to synthesize the given product. (1) Given the product [NH2:17][C:11]1[N:10]=[C:9]([O:18][CH:19]2[CH2:22][CH2:21][CH2:20]2)[N:8]=[C:7]2[C:12]=1[NH:13][C:14](=[O:15])[N:6]2[CH2:5][CH2:4][CH2:3][CH2:2][N:29]1[CH2:30][CH2:31][N:26]([CH:24]([CH3:25])[CH3:23])[CH2:27][CH2:28]1, predict the reactants needed to synthesize it. The reactants are: Cl[CH2:2][CH2:3][CH2:4][CH2:5][N:6]1[C:14]([O:15]C)=[N:13][C:12]2[C:7]1=[N:8][C:9]([O:18][CH:19]1[CH2:22][CH2:21][CH2:20]1)=[N:10][C:11]=2[NH2:17].[CH3:23][CH:24]([N:26]1[CH2:31][CH2:30][NH:29][CH2:28][CH2:27]1)[CH3:25]. (2) The reactants are: [CH3:1][C:2]1[CH:7]=[CH:6][C:5]([S:8]([O:11][CH2:12][CH:13]2[CH:22]=[CH:21][C:20]3[C:15](=[C:16]([Br:24])[CH:17]=[C:18]([F:23])[CH:19]=3)[O:14]2)(=[O:10])=[O:9])=[CH:4][CH:3]=1.[H][H]. Given the product [CH3:1][C:2]1[CH:3]=[CH:4][C:5]([S:8]([O:11][CH2:12][CH:13]2[CH2:22][CH2:21][C:20]3[C:15](=[C:16]([Br:24])[CH:17]=[C:18]([F:23])[CH:19]=3)[O:14]2)(=[O:10])=[O:9])=[CH:6][CH:7]=1, predict the reactants needed to synthesize it.